Dataset: Full USPTO retrosynthesis dataset with 1.9M reactions from patents (1976-2016). Task: Predict the reactants needed to synthesize the given product. (1) Given the product [F:1][C:2]([F:7])([F:6])[C:3]([OH:5])=[O:4].[C:10]([N:42]1[CH2:43][CH2:44][CH2:45][CH:40]([C:38]([NH:37][C:29]2[CH:30]=[CH:31][C:32]3[NH:33][C:34]4[N:35]=[C:19]([NH:20][C:21]5[CH:22]=[CH:23][CH:24]=[C:25]([CH:46]=5)[CH2:26][CH2:27][C:28]=2[CH:36]=3)[N:18]=[CH:17][C:16]=4[Cl:15])=[O:39])[CH2:41]1)(=[O:11])[CH3:9], predict the reactants needed to synthesize it. The reactants are: [F:1][C:2]([F:7])([F:6])[C:3]([OH:5])=[O:4].F[C:9](F)(F)[C:10](O)=[O:11].[Cl:15][C:16]1[CH:17]=[N:18][C:19]2[NH:20][C:21]3[CH:22]=[CH:23][CH:24]=[C:25]([CH:46]=3)[CH2:26][CH2:27][C:28]3[CH:36]=[C:32]([NH:33][C:34]=1[N:35]=2)[CH:31]=[CH:30][C:29]=3[NH:37][C:38]([CH:40]1[CH2:45][CH2:44][CH2:43][NH:42][CH2:41]1)=[O:39].C(Cl)(=O)C. (2) Given the product [CH2:3]([O:6][C@@H:7]([CH2:12][C:13]1[CH:18]=[CH:17][C:16]([C:19]2[CH:24]=[CH:23][CH:22]=[C:21]([N:25]([CH3:36])[C:26]([NH:28][CH2:29][CH2:30][CH2:31][CH2:32][CH2:33][CH2:34][CH3:35])=[O:27])[CH:20]=2)=[CH:15][CH:14]=1)[C:8]([OH:10])=[O:9])[CH:4]=[CH2:5], predict the reactants needed to synthesize it. The reactants are: [OH-].[Na+].[CH2:3]([O:6][C@@H:7]([CH2:12][C:13]1[CH:18]=[CH:17][C:16]([C:19]2[CH:24]=[CH:23][CH:22]=[C:21]([N:25]([CH3:36])[C:26]([NH:28][CH2:29][CH2:30][CH2:31][CH2:32][CH2:33][CH2:34][CH3:35])=[O:27])[CH:20]=2)=[CH:15][CH:14]=1)[C:8]([O:10]C)=[O:9])[CH:4]=[CH2:5].C1COCC1.CO.O. (3) Given the product [CH3:31][O:29][C:2]1[CH:3]=[CH:4][C:5]2[N:6]([CH:8]=[C:9]([C:11]([N:13]3[CH2:18][CH2:17][CH:16]([C:19]4[CH:24]=[CH:23][CH:22]=[CH:21][C:20]=4[C:25]([F:28])([F:27])[F:26])[CH2:15][CH2:14]3)=[O:12])[N:10]=2)[N:7]=1, predict the reactants needed to synthesize it. The reactants are: Cl[C:2]1[CH:3]=[CH:4][C:5]2[N:6]([CH:8]=[C:9]([C:11]([N:13]3[CH2:18][CH2:17][CH:16]([C:19]4[CH:24]=[CH:23][CH:22]=[CH:21][C:20]=4[C:25]([F:28])([F:27])[F:26])[CH2:15][CH2:14]3)=[O:12])[N:10]=2)[N:7]=1.[O:29]([CH3:31])[Na]. (4) Given the product [C:6]([O:10][C:11]([N:13]1[CH2:14][CH2:15][N:16]([CH2:19][CH2:20][O:21][C:22]2[CH:23]=[C:24]([CH2:33][OH:34])[N:25]=[C:26]([CH2:28][OH:29])[CH:27]=2)[CH2:17][CH2:18]1)=[O:12])([CH3:9])([CH3:7])[CH3:8], predict the reactants needed to synthesize it. The reactants are: [BH4-].[Na+].[Cl-].[Cl-].[Ca+2].[C:6]([O:10][C:11]([N:13]1[CH2:18][CH2:17][N:16]([CH2:19][CH2:20][O:21][C:22]2[CH:27]=[C:26]([C:28](OCC)=[O:29])[N:25]=[C:24]([C:33](OCC)=[O:34])[CH:23]=2)[CH2:15][CH2:14]1)=[O:12])([CH3:9])([CH3:8])[CH3:7]. (5) Given the product [C:18]1(=[CH:22][C:23]([NH:5][C:4]2[CH:6]=[CH:7][CH:8]=[C:2]([F:1])[CH:3]=2)=[O:24])[CH2:21][CH2:20][CH2:19]1, predict the reactants needed to synthesize it. The reactants are: [F:1][C:2]1[CH:3]=[C:4]([CH:6]=[CH:7][CH:8]=1)[NH2:5].C(N(C(C)C)C(C)C)C.[C:18]1(=[CH:22][C:23](Cl)=[O:24])[CH2:21][CH2:20][CH2:19]1.